Dataset: Reaction yield outcomes from USPTO patents with 853,638 reactions. Task: Predict the reaction yield, written as a fraction of the theoretical maximum amount of product (1.0 means a 100% yield; for example, 0.34 means a 34% yield). (1) The reactants are [NH2:1][C:2]1([C:7]([OH:9])=[O:8])[CH2:6][CH2:5][CH2:4][CH2:3]1.C(=O)([O-])[O-].[K+].[K+].[C:16]([O:20][C:21](O[C:21]([O:20][C:16]([CH3:19])([CH3:18])[CH3:17])=[O:22])=[O:22])([CH3:19])([CH3:18])[CH3:17]. The catalyst is C1COCC1.O.CN(C1C=CN=CC=1)C. The product is [C:16]([O:20][C:21]([NH:1][C:2]1([C:7]([OH:9])=[O:8])[CH2:6][CH2:5][CH2:4][CH2:3]1)=[O:22])([CH3:19])([CH3:18])[CH3:17]. The yield is 0.130. (2) The reactants are C[O:2][C:3]([C:5]1[C:6]([C:11]2[CH:16]=[CH:15][CH:14]=[CH:13][C:12]=2[Cl:17])=[N:7][O:8][C:9]=1[NH2:10])=[O:4].[OH-].[Na+]. The catalyst is CO. The product is [NH2:10][C:9]1[O:8][N:7]=[C:6]([C:11]2[CH:16]=[CH:15][CH:14]=[CH:13][C:12]=2[Cl:17])[C:5]=1[C:3]([OH:4])=[O:2]. The yield is 0.650. (3) The reactants are [C:1]([O:5][C:6](=[O:17])[CH2:7][O:8][C:9]1[CH:14]=[CH:13][C:12](Cl)=[CH:11][C:10]=1[Br:16])([CH3:4])([CH3:3])[CH3:2].BrC1C=C([C:25]([F:28])([F:27])[F:26])C=CC=1O.BrCC(OC(C)(C)C)=O. No catalyst specified. The product is [C:1]([O:5][C:6](=[O:17])[CH2:7][O:8][C:9]1[CH:14]=[CH:13][C:12]([C:25]([F:28])([F:27])[F:26])=[CH:11][C:10]=1[Br:16])([CH3:4])([CH3:3])[CH3:2]. The yield is 1.00. (4) The reactants are [CH2:1]([N:8]1[CH2:13][CH2:12][CH:11]([C:14]([C:16]2[C:21]([Cl:22])=[CH:20][N:19]=[C:18]3[N:23]([Si](C(C)C)(C(C)C)C(C)C)[CH:24]=[CH:25][C:17]=23)=O)[CH2:10][CH2:9]1)[C:2]1[CH:7]=[CH:6][CH:5]=[CH:4][CH:3]=1.[NH2:36][NH2:37].CC(O)=O. No catalyst specified. The product is [CH2:1]([N:8]1[CH2:13][CH2:12][CH:11]([C:14](=[N:36][NH2:37])[C:16]2[C:21]([Cl:22])=[CH:20][N:19]=[C:18]3[NH:23][CH:24]=[CH:25][C:17]=23)[CH2:10][CH2:9]1)[C:2]1[CH:7]=[CH:6][CH:5]=[CH:4][CH:3]=1. The yield is 0.640. (5) The reactants are Cl[C:2]1[C:11]2[C:6](=[CH:7][C:8]([O:14][CH3:15])=[C:9]([O:12][CH3:13])[CH:10]=2)[N:5]=[CH:4][CH:3]=1.[C:16]([O:25][CH2:26][CH2:27][CH2:28][CH3:29])(=[O:24])[C:17]1[C:18](=[CH:20][CH:21]=[CH:22][CH:23]=1)[OH:19]. The catalyst is CN(C)C1C=CN=CC=1.ClC1C=CC=CC=1Cl. The product is [CH3:13][O:12][C:9]1[CH:10]=[C:11]2[C:6](=[CH:7][C:8]=1[O:14][CH3:15])[N:5]=[CH:4][CH:3]=[C:2]2[O:19][C:18]1[CH:20]=[CH:21][CH:22]=[CH:23][C:17]=1[C:16]([O:25][CH2:26][CH2:27][CH2:28][CH3:29])=[O:24]. The yield is 0.570. (6) The reactants are [NH:1]1[CH2:6][CH2:5][O:4][CH2:3][CH2:2]1.F[C:8]1[CH:15]=[CH:14][C:11]([C:12]#[N:13])=[CH:10][CH:9]=1. The catalyst is O. The product is [N:1]1([C:8]2[CH:15]=[CH:14][C:11]([C:12]#[N:13])=[CH:10][CH:9]=2)[CH2:6][CH2:5][O:4][CH2:3][CH2:2]1. The yield is 0.950. (7) The reactants are [I:1]I.[N+:3]([C:6]1[CH:7]=[C:8]2[C:12](=[CH:13][CH:14]=1)[NH:11][CH2:10][CH2:9]2)([O-:5])=[O:4]. The catalyst is CN(C)C=O.C(O)C.S([O-])([O-])(=O)=O.[Ag+2]. The product is [I:1][C:13]1[CH:14]=[C:6]([N+:3]([O-:5])=[O:4])[CH:7]=[C:8]2[C:12]=1[NH:11][CH2:10][CH2:9]2. The yield is 0.989. (8) The reactants are [CH3:1][S:2][C:3]1[CH:4]=[C:5]([N:9]2[CH:14]=[CH:13][C:12](=[O:15])[C:11]([C:16]3[N:20]([C:21]4[CH:26]=[CH:25][CH:24]=[CH:23][CH:22]=4)[N:19]=[CH:18][CH:17]=3)=[N:10]2)[CH:6]=[CH:7][CH:8]=1.CSC1C=C(N2C=CC(=[O:41])C(C3C=CN(C4C=CC=CC=4)N=3)=N2)C=CC=1.C(=O)(O)[O-].[Na+].ClC1C=C(C=CC=1)C(OO)=O. The catalyst is C(Cl)Cl. The product is [CH3:1][S:2]([C:3]1[CH:4]=[C:5]([N:9]2[CH:14]=[CH:13][C:12](=[O:15])[C:11]([C:16]3[N:20]([C:21]4[CH:26]=[CH:25][CH:24]=[CH:23][CH:22]=4)[N:19]=[CH:18][CH:17]=3)=[N:10]2)[CH:6]=[CH:7][CH:8]=1)=[O:41]. The yield is 0.450. (9) The reactants are O1CCCC1.[F:6][C:7]1[CH:12]=[CH:11][N:10]=[C:9]([O:13][CH2:14][C:15]2[CH:20]=[CH:19][C:18]([CH2:21][C:22](Cl)=[N:23][OH:24])=[CH:17][CH:16]=2)[CH:8]=1.[C:26]([C:28]1[C:29]([NH2:34])=[N:30][CH:31]=[CH:32][CH:33]=1)#[CH:27].C(N(CC)CC)C. The catalyst is O. The product is [F:6][C:7]1[CH:12]=[CH:11][N:10]=[C:9]([O:13][CH2:14][C:15]2[CH:20]=[CH:19][C:18]([CH2:21][C:22]3[CH:27]=[C:26]([C:28]4[C:29]([NH2:34])=[N:30][CH:31]=[CH:32][CH:33]=4)[O:24][N:23]=3)=[CH:17][CH:16]=2)[CH:8]=1. The yield is 0.220. (10) The reactants are [Br:1][C:2]1[C:14]2[C:13]3[C:8](=[CH:9][C:10]([C:15]([O:17][CH2:18][CH3:19])=[O:16])=[CH:11][CH:12]=3)[NH:7][C:6]=2[C:5]([C:20](O)=[O:21])=[CH:4][C:3]=1[F:23].C(Cl)CCl.C1C=CC2N(O)N=[N:34]C=2C=1.[OH-].[NH4+]. The catalyst is C1COCC1.C(Cl)Cl.CCOC(C)=O. The product is [Br:1][C:2]1[C:3]([F:23])=[CH:4][C:5]([C:20](=[O:21])[NH2:34])=[C:6]2[C:14]=1[C:13]1[CH:12]=[CH:11][C:10]([C:15]([O:17][CH2:18][CH3:19])=[O:16])=[CH:9][C:8]=1[NH:7]2. The yield is 0.950.